Task: Predict the reaction yield, written as a fraction of the theoretical maximum amount of product (1.0 means a 100% yield; for example, 0.34 means a 34% yield).. Dataset: Reaction yield outcomes from USPTO patents with 853,638 reactions (1) The reactants are [CH3:1][O:2][C:3](=[O:16])[C:4]1[CH:12]=[CH:11][C:7]([C:8]([OH:10])=[O:9])=[CH:6][C:5]=1[N+:13]([O-:15])=[O:14].[CH3:17][C:18](=[CH2:20])[CH3:19]. The product is [CH3:1][O:2][C:3](=[O:16])[C:4]1[CH:12]=[CH:11][C:7]([C:8]([O:10][C:18]([CH3:20])([CH3:19])[CH3:17])=[O:9])=[CH:6][C:5]=1[N+:13]([O-:15])=[O:14]. The catalyst is O1CCOCC1. The yield is 0.550. (2) The reactants are [Br:1][C:2]1[CH:7]=[CH:6][C:5]([CH2:8][C:9]([OH:11])=O)=[CH:4][CH:3]=1.[CH2:12]([NH2:19])[C:13]1[CH:18]=[CH:17][CH:16]=[CH:15][CH:14]=1. No catalyst specified. The product is [CH2:12]([NH:19][C:9](=[O:11])[CH2:8][C:5]1[CH:4]=[CH:3][C:2]([Br:1])=[CH:7][CH:6]=1)[C:13]1[CH:18]=[CH:17][CH:16]=[CH:15][CH:14]=1. The yield is 0.820. (3) The reactants are [I-].[CH3:2][S+](C)(C)=O.[H-].[Na+].[Br:9][C:10]1[CH:11]=[N:12][CH:13]=[C:14]([CH:17]=1)[CH:15]=[O:16]. The catalyst is CS(C)=O. The product is [Br:9][C:10]1[CH:11]=[N:12][CH:13]=[C:14]([CH:15]2[CH2:2][O:16]2)[CH:17]=1. The yield is 0.310. (4) The reactants are Br[C:2]1[C:3]([CH3:10])=[N:4][C:5]([CH3:9])=[C:6]([Br:8])[CH:7]=1.[CH2:11]([N:14]([CH3:16])[CH3:15])[C:12]#[CH:13]. The catalyst is C(NCC)C.CCOC(C)=O.C([O-])([O-])=O.[Na+].[Na+].[Cu](I)I.Cl[Pd](Cl)([P](C1C=CC=CC=1)(C1C=CC=CC=1)C1C=CC=CC=1)[P](C1C=CC=CC=1)(C1C=CC=CC=1)C1C=CC=CC=1. The product is [Br:8][C:6]1[CH:7]=[C:2]([C:13]#[C:12][CH2:11][N:14]([CH3:16])[CH3:15])[C:3]([CH3:10])=[N:4][C:5]=1[CH3:9]. The yield is 0.510. (5) The reactants are C([O:3][C:4]([C:6]1[C:10]([C:11](=O)[C:12]2[CH:17]=[CH:16][C:15]([O:18][CH3:19])=[CH:14][CH:13]=2)=[C:9]([CH3:21])[O:8][N:7]=1)=O)C.O.[NH2:23][NH2:24]. The catalyst is C(O)C. The product is [CH3:19][O:18][C:15]1[CH:16]=[CH:17][C:12]([C:11]2[C:10]3[C:6](=[N:7][O:8][C:9]=3[CH3:21])[C:4](=[O:3])[NH:23][N:24]=2)=[CH:13][CH:14]=1. The yield is 0.920. (6) The reactants are [S:1]1[CH2:5][CH2:4][C:3]2[CH:6]=[CH:7][CH:8]=[CH:9][C:2]1=2.[Br:10]Br.C(=O)([O-])O.[Na+]. The catalyst is ClCCl.[Fe]. The product is [Br:10][C:7]1[CH:8]=[CH:9][C:2]2[S:1][CH2:5][CH2:4][C:3]=2[CH:6]=1. The yield is 0.630. (7) The reactants are [CH2:1]([C@@H:5]1[NH:10][CH2:9][C@H:8]([CH2:11][CH:12]([CH3:14])[CH3:13])[NH:7][C:6]1=[O:15])[CH:2]([CH3:4])[CH3:3].[O:16]1[C:20]2[CH:21]=[CH:22][CH:23]=[CH:24][C:19]=2[CH:18]=[C:17]1[C:25](O)=[O:26].C([C@@H]1N(C(=O)/C=C/C2C=CC=CC=2)C[C@H](CC(C)C)NC1=O)C(C)C. No catalyst specified. The product is [O:16]1[C:20]2[CH:21]=[CH:22][CH:23]=[CH:24][C:19]=2[CH:18]=[C:17]1[C:25]([N:10]1[CH2:9][C@H:8]([CH2:11][CH:12]([CH3:14])[CH3:13])[NH:7][C:6](=[O:15])[C@@H:5]1[CH2:1][CH:2]([CH3:4])[CH3:3])=[O:26]. The yield is 0.940.